This data is from Reaction yield outcomes from USPTO patents with 853,638 reactions. The task is: Predict the reaction yield, written as a fraction of the theoretical maximum amount of product (1.0 means a 100% yield; for example, 0.34 means a 34% yield). (1) The reactants are [OH:1][C:2]1[CH:3]=[C:4]([C:12]([O:14][CH2:15][CH3:16])=[O:13])[CH:5]=[C:6]2[C:10]=1[NH:9][N:8]=[C:7]2[CH3:11].[H-].[Na+].I[CH3:20]. The catalyst is CN(C=O)C.CCOC(C)=O.C([O-])(O)=O.[Na+].O.[Na+].[Cl-]. The product is [CH3:20][O:1][C:2]1[CH:3]=[C:4]([C:12]([O:14][CH2:15][CH3:16])=[O:13])[CH:5]=[C:6]2[C:10]=1[NH:9][N:8]=[C:7]2[CH3:11]. The yield is 0.330. (2) The reactants are C([O:3][CH:4](OCC)[C:5]1[CH:10]=[CH:9][C:8]([CH:11]2[NH:23][C:21]3[C:22]4[C:13](=[N:14][NH:15][C:16](=[O:24])[C:17]=4[CH:18]=[CH:19][CH:20]=3)[CH:12]2[C:25]2[CH:30]=[CH:29][C:28]([F:31])=[CH:27][CH:26]=2)=[CH:7][CH:6]=1)C.C(=O)([O-])[O-].[K+].[K+]. The catalyst is O. The product is [F:31][C:28]1[CH:27]=[CH:26][C:25]([CH:12]2[C:13]3=[N:14][NH:15][C:16](=[O:24])[C:17]4[CH:18]=[CH:19][CH:20]=[C:21]([C:22]=43)[NH:23][CH:11]2[C:8]2[CH:7]=[CH:6][C:5]([CH:4]=[O:3])=[CH:10][CH:9]=2)=[CH:30][CH:29]=1. The yield is 0.980.